This data is from CYP2C19 inhibition data for predicting drug metabolism from PubChem BioAssay. The task is: Regression/Classification. Given a drug SMILES string, predict its absorption, distribution, metabolism, or excretion properties. Task type varies by dataset: regression for continuous measurements (e.g., permeability, clearance, half-life) or binary classification for categorical outcomes (e.g., BBB penetration, CYP inhibition). Dataset: cyp2c19_veith. (1) The result is 1 (inhibitor). The drug is CCOC(=O)C(=CNc1ncccc1C)C(=O)OCC. (2) The molecule is O=C(O)[C@H]1O[C@H]1C(=O)O. The result is 0 (non-inhibitor). (3) The drug is NNC(=O)CS(=O)(=O)Nc1ncccn1. The result is 0 (non-inhibitor). (4) The molecule is CCCCc1ccc(-c2nc(NC(=O)C3C4CCC(O4)C3C(=O)O)sc2C)cc1. The result is 1 (inhibitor).